Dataset: Full USPTO retrosynthesis dataset with 1.9M reactions from patents (1976-2016). Task: Predict the reactants needed to synthesize the given product. (1) Given the product [Si:18]([O:25][C@@H:26]([CH3:34])[C:27]([C:3]1[CH:2]=[CH:7][CH:6]=[C:5]([C:8]([F:11])([F:10])[F:9])[C:4]=1[F:12])=[O:28])([C:21]([CH3:24])([CH3:23])[CH3:22])([CH3:20])[CH3:19], predict the reactants needed to synthesize it. The reactants are: Br[C:2]1[CH:7]=[CH:6][C:5]([C:8]([F:11])([F:10])[F:9])=[C:4]([F:12])[CH:3]=1.C([Li])CCC.[Si:18]([O:25][C@@H:26]([CH3:34])[C:27](N1CCCC1)=[O:28])([C:21]([CH3:24])([CH3:23])[CH3:22])([CH3:20])[CH3:19]. (2) Given the product [NH2:1][C:2]1[C:11]([C:12]#[N:13])=[C:10]([NH:35][CH2:28][C:29]2[CH:34]=[CH:33][CH:32]=[CH:31][CH:30]=2)[C:9]2[C:4](=[CH:5][CH:6]=[C:7]([N:15]3[CH2:20][CH2:19][N:18]([CH2:21][C:22]4[CH:27]=[CH:26][CH:25]=[CH:24][CH:23]=4)[CH2:17][CH2:16]3)[CH:8]=2)[N:3]=1, predict the reactants needed to synthesize it. The reactants are: [NH2:1][C:2]1[C:11]([C:12]#[N:13])=[C:10](Cl)[C:9]2[C:4](=[CH:5][CH:6]=[C:7]([N:15]3[CH2:20][CH2:19][N:18]([CH2:21][C:22]4[CH:27]=[CH:26][CH:25]=[CH:24][CH:23]=4)[CH2:17][CH2:16]3)[CH:8]=2)[N:3]=1.[CH2:28]([NH2:35])[C:29]1[CH:34]=[CH:33][CH:32]=[CH:31][CH:30]=1. (3) The reactants are: Br[C:2]1[N:3]=[CH:4][C:5]([F:32])=[C:6]2[C:10]([C:11](=[O:31])[C:12]([N:14]3[CH2:19][CH2:18][N:17]([C:20]4[N:24]([C:25]5[CH:30]=[CH:29][CH:28]=[CH:27][CH:26]=5)[N:23]=[N:22][N:21]=4)[CH2:16][CH2:15]3)=[O:13])=[CH:9][NH:8][C:7]=12.C([Sn]([C:46]#[N:47])(CCCC)CCCC)CCC. Given the product [F:32][C:5]1[CH:4]=[N:3][C:2]([C:46]#[N:47])=[C:7]2[NH:8][CH:9]=[C:10]([C:11](=[O:31])[C:12](=[O:13])[N:14]3[CH2:15][CH2:16][N:17]([C:20]4[N:24]([C:25]5[CH:26]=[CH:27][CH:28]=[CH:29][CH:30]=5)[N:23]=[N:22][N:21]=4)[CH2:18][CH2:19]3)[C:6]=12, predict the reactants needed to synthesize it. (4) The reactants are: Br[C:2]1[CH:11]=[CH:10][C:9]2[C:4](=[CH:5][CH:6]=[C:7]([O:12][CH:13]3[CH2:18][CH2:17][CH:16]([C:19]([CH3:22])([CH3:21])[CH3:20])[CH2:15][CH2:14]3)[CH:8]=2)[CH:3]=1.C([Li])CCC.CCCCCC.Br[CH2:35][C:36]([O:38][CH2:39][CH3:40])=[O:37]. Given the product [CH2:39]([O:38][C:36](=[O:37])[CH2:35][C:2]1[CH:11]=[CH:10][C:9]2[C:4](=[CH:5][CH:6]=[C:7]([O:12][CH:13]3[CH2:18][CH2:17][CH:16]([C:19]([CH3:22])([CH3:21])[CH3:20])[CH2:15][CH2:14]3)[CH:8]=2)[CH:3]=1)[CH3:40], predict the reactants needed to synthesize it. (5) Given the product [CH3:1][C:2]1[C:3]([NH:13][C:23]([C:24]2[CH:29]=[CH:28][CH:27]=[CH:26][CH:25]=2)([C:36]2[CH:37]=[CH:38][CH:39]=[CH:40][CH:41]=2)[C:30]2[CH:31]=[CH:32][CH:33]=[CH:34][CH:35]=2)([C:10]([OH:12])=[O:11])[NH:4][CH:5]=[CH:6][C:7]=1[O:8][CH3:9], predict the reactants needed to synthesize it. The reactants are: [CH3:1][C:2]1[C:3]([NH2:13])([C:10]([OH:12])=[O:11])[NH:4][CH:5]=[CH:6][C:7]=1[O:8][CH3:9].C(N(C(C)C)CC)(C)C.[C:23](Cl)([C:36]1[CH:41]=[CH:40][CH:39]=[CH:38][CH:37]=1)([C:30]1[CH:35]=[CH:34][CH:33]=[CH:32][CH:31]=1)[C:24]1[CH:29]=[CH:28][CH:27]=[CH:26][CH:25]=1. (6) Given the product [C:20]1([C:3]2[N:4]=[C:5]3[C:11]4[CH:12]=[CH:13][CH:14]=[CH:15][C:10]=4[NH:9][C:8]4[N:16]=[CH:17][CH:18]=[CH:19][C:7]=4[N:6]3[C:2]=2[C:46]2[CH:47]=[CH:48][C:43]([CH2:42][NH:41][C:39](=[O:40])[O:38][C:34]([CH3:37])([CH3:36])[CH3:35])=[CH:44][CH:45]=2)[CH:21]=[CH:22][CH:23]=[CH:24][CH:25]=1, predict the reactants needed to synthesize it. The reactants are: Br[C:2]1[N:6]2[C:7]3[CH:19]=[CH:18][CH:17]=[N:16][C:8]=3[NH:9][C:10]3[CH:15]=[CH:14][CH:13]=[CH:12][C:11]=3[C:5]2=[N:4][C:3]=1[C:20]1[CH:25]=[CH:24][CH:23]=[CH:22][CH:21]=1.C(O)C.C(=O)(O)[O-].[Na+].[C:34]([O:38][C:39]([NH:41][CH2:42][C:43]1[CH:48]=[CH:47][C:46](B(O)O)=[CH:45][CH:44]=1)=[O:40])([CH3:37])([CH3:36])[CH3:35]. (7) Given the product [CH3:21][O:20][C:13]1[CH:12]=[C:11]([O:10][C:7]2[CH:6]=[N:5][C:4]([CH2:3][O:2][CH3:1])=[CH:9][CH:8]=2)[CH:16]=[CH:15][C:14]=1[NH2:17], predict the reactants needed to synthesize it. The reactants are: [CH3:1][O:2][CH2:3][C:4]1[CH:9]=[CH:8][C:7]([O:10][C:11]2[CH:16]=[CH:15][C:14]([N+:17]([O-])=O)=[C:13]([O:20][CH3:21])[CH:12]=2)=[CH:6][N:5]=1.[Cl-].[Ca+2].[Cl-].C(O)C.